The task is: Predict which catalyst facilitates the given reaction.. This data is from Catalyst prediction with 721,799 reactions and 888 catalyst types from USPTO. (1) Reactant: C(OC([NH:8][C@@H:9]([C@@H:57]([CH3:60])[CH2:58][CH3:59])[C:10]([O:12][C@H:13]1[CH2:17][C@H:16]([NH:18][C:19]2[C:24]([C:25]([C:27]3[S:28][C:29]([CH3:43])=[C:30]([C@H:32]4[C:41]5[C:36](=[CH:37][CH:38]=[C:39]([Cl:42])[CH:40]=5)[CH2:35][CH2:34][O:33]4)[CH:31]=3)=[O:26])=[CH:23][N:22]=[CH:21][N:20]=2)[CH2:15][C@@H:14]1[CH2:44][O:45][S:46](=[O:56])(=[O:55])[NH:47]C(OC(C)(C)C)=O)=[O:11])=O)(C)(C)C.FC(F)(F)C(O)=O. Product: [NH2:8][C@@H:9]([C@@H:57]([CH3:60])[CH2:58][CH3:59])[C:10]([O:12][C@H:13]1[CH2:17][C@H:16]([NH:18][C:19]2[C:24]([C:25]([C:27]3[S:28][C:29]([CH3:43])=[C:30]([C@H:32]4[C:41]5[C:36](=[CH:37][CH:38]=[C:39]([Cl:42])[CH:40]=5)[CH2:35][CH2:34][O:33]4)[CH:31]=3)=[O:26])=[CH:23][N:22]=[CH:21][N:20]=2)[CH2:15][C@@H:14]1[CH2:44][O:45][S:46](=[O:55])(=[O:56])[NH2:47])=[O:11]. The catalyst class is: 4. (2) Reactant: C(=O)([O-])[O-].[K+].[K+].Cl[CH2:8][CH:9]=O.[C:11]([O:15][C:16]([N:18]1[CH2:22][CH2:21][CH:20]([C:23](=[S:25])[NH2:24])[CH:19]1[C:26]1[CH:31]=[C:30]([CH3:32])[N:29]=[C:28]([N:33]2[CH:37]=[CH:36][N:35]=[CH:34]2)[N:27]=1)=[O:17])([CH3:14])([CH3:13])[CH3:12].FC(F)(F)C(OC(=O)C(F)(F)F)=O.N1C=CC=CC=1. Product: [C:11]([O:15][C:16]([N:18]1[CH2:22][CH2:21][CH:20]([C:23]2[S:25][CH:8]=[CH:9][N:24]=2)[CH:19]1[C:26]1[CH:31]=[C:30]([CH3:32])[N:29]=[C:28]([N:33]2[CH:37]=[CH:36][N:35]=[CH:34]2)[N:27]=1)=[O:17])([CH3:14])([CH3:12])[CH3:13]. The catalyst class is: 57.